From a dataset of Forward reaction prediction with 1.9M reactions from USPTO patents (1976-2016). Predict the product of the given reaction. Given the reactants CN1CCN=C1C1[CH:12]=[CH:11][C:10]([NH:13][C:14](=[O:34])[CH:15]([C:27]2[CH:32]=[CH:31][CH:30]=[CH:29][C:28]=2[Br:33])[NH:16][C:17]([NH:19][C:20]2[CH:25]=[CH:24][C:23]([Cl:26])=[CH:22][CH:21]=2)=[O:18])=[CH:9]C=1.[N:35]1([N:40]=[C:41]2C=CC(N)=C[CH2:42]2)[CH2:39][CH2:38][CH2:37][CH2:36]1.C(Cl)CCl, predict the reaction product. The product is: [N:35]1([N:40]=[C:41]2[CH:12]=[CH:11][C:10]([NH:13][C:14](=[O:34])[CH:15]([C:27]3[CH:32]=[CH:31][CH:30]=[CH:29][C:28]=3[Br:33])[NH:16][C:17]([NH:19][C:20]3[CH:21]=[CH:22][C:23]([Cl:26])=[CH:24][CH:25]=3)=[O:18])=[CH:9][CH2:42]2)[CH2:39][CH2:38][CH2:37][CH2:36]1.